From a dataset of Full USPTO retrosynthesis dataset with 1.9M reactions from patents (1976-2016). Predict the reactants needed to synthesize the given product. The reactants are: ClC1C=C(C=CC=1)C(OO)=[O:6].[CH2:12]([C:14]1[O:18][C:17]([CH2:19][CH2:20][NH:21][C:22]([NH:24][C:25]2[S:26][C:27]([C:31]3[CH:36]=[C:35]([CH3:37])[N:34]=[C:33]([S:38]([CH3:40])=[O:39])[N:32]=3)=[C:28]([CH3:30])[N:29]=2)=[O:23])=[N:16][CH:15]=1)[CH3:13]. Given the product [CH2:12]([C:14]1[O:18][C:17]([CH2:19][CH2:20][NH:21][C:22]([NH:24][C:25]2[S:26][C:27]([C:31]3[CH:36]=[C:35]([CH3:37])[N:34]=[C:33]([S:38]([CH3:40])(=[O:6])=[O:39])[N:32]=3)=[C:28]([CH3:30])[N:29]=2)=[O:23])=[N:16][CH:15]=1)[CH3:13], predict the reactants needed to synthesize it.